This data is from NCI-60 drug combinations with 297,098 pairs across 59 cell lines. The task is: Regression. Given two drug SMILES strings and cell line genomic features, predict the synergy score measuring deviation from expected non-interaction effect. (1) Drug 1: CC12CCC(CC1=CCC3C2CCC4(C3CC=C4C5=CN=CC=C5)C)O. Drug 2: CCC1=C2CN3C(=CC4=C(C3=O)COC(=O)C4(CC)O)C2=NC5=C1C=C(C=C5)O. Cell line: RPMI-8226. Synergy scores: CSS=48.8, Synergy_ZIP=2.20, Synergy_Bliss=3.40, Synergy_Loewe=-7.43, Synergy_HSA=3.49. (2) Drug 1: CC1=C2C(C(=O)C3(C(CC4C(C3C(C(C2(C)C)(CC1OC(=O)C(C(C5=CC=CC=C5)NC(=O)OC(C)(C)C)O)O)OC(=O)C6=CC=CC=C6)(CO4)OC(=O)C)OC)C)OC. Drug 2: C1CCC(CC1)NC(=O)N(CCCl)N=O. Cell line: MALME-3M. Synergy scores: CSS=26.5, Synergy_ZIP=-2.91, Synergy_Bliss=-1.37, Synergy_Loewe=-6.08, Synergy_HSA=1.03. (3) Drug 1: COC1=CC(=CC(=C1O)OC)C2C3C(COC3=O)C(C4=CC5=C(C=C24)OCO5)OC6C(C(C7C(O6)COC(O7)C8=CC=CS8)O)O. Drug 2: COC1=C2C(=CC3=C1OC=C3)C=CC(=O)O2. Cell line: SK-MEL-5. Synergy scores: CSS=17.7, Synergy_ZIP=-10.3, Synergy_Bliss=-7.06, Synergy_Loewe=-22.0, Synergy_HSA=-6.19. (4) Drug 1: CC(C)CN1C=NC2=C1C3=CC=CC=C3N=C2N. Drug 2: COCCOC1=C(C=C2C(=C1)C(=NC=N2)NC3=CC=CC(=C3)C#C)OCCOC.Cl. Synergy scores: CSS=12.1, Synergy_ZIP=4.60, Synergy_Bliss=7.32, Synergy_Loewe=-0.757, Synergy_HSA=3.87. Cell line: HOP-92. (5) Drug 1: CC(C1=C(C=CC(=C1Cl)F)Cl)OC2=C(N=CC(=C2)C3=CN(N=C3)C4CCNCC4)N. Drug 2: C1CCC(C1)C(CC#N)N2C=C(C=N2)C3=C4C=CNC4=NC=N3. Cell line: CCRF-CEM. Synergy scores: CSS=19.7, Synergy_ZIP=-3.94, Synergy_Bliss=-1.83, Synergy_Loewe=-20.0, Synergy_HSA=-4.17. (6) Drug 1: CC(C1=C(C=CC(=C1Cl)F)Cl)OC2=C(N=CC(=C2)C3=CN(N=C3)C4CCNCC4)N. Drug 2: C1CC(C1)(C(=O)O)C(=O)O.[NH2-].[NH2-].[Pt+2]. Cell line: SK-MEL-5. Synergy scores: CSS=28.3, Synergy_ZIP=-6.74, Synergy_Bliss=2.03, Synergy_Loewe=-2.34, Synergy_HSA=-2.41.